The task is: Predict the product of the given reaction.. This data is from Forward reaction prediction with 1.9M reactions from USPTO patents (1976-2016). (1) Given the reactants [NH2:1][C@@H:2]1[CH2:8][CH2:7][CH2:6][CH2:5][N:4]([CH2:9][C:10]2[CH:15]=[CH:14][C:13]([OH:16])=[CH:12][CH:11]=2)[C:3]1=[O:17].[O:18]=[C:19]1[N:28]([CH:29]2[CH2:34][CH2:33][N:32]([C:35](Cl)=[O:36])[CH2:31][CH2:30]2)[CH2:27][C:26]2[C:21](=[CH:22][CH:23]=[CH:24][CH:25]=2)[NH:20]1, predict the reaction product. The product is: [OH:16][C:13]1[CH:12]=[CH:11][C:10]([CH2:9][N:4]2[CH2:5][CH2:6][CH2:7][CH2:8][C@@H:2]([NH:1][C:35]([N:32]3[CH2:33][CH2:34][CH:29]([N:28]4[CH2:27][C:26]5[C:21](=[CH:22][CH:23]=[CH:24][CH:25]=5)[NH:20][C:19]4=[O:18])[CH2:30][CH2:31]3)=[O:36])[C:3]2=[O:17])=[CH:15][CH:14]=1. (2) Given the reactants [CH3:1][C:2]1[O:3][C:4]([C:7]2[CH:12]=[CH:11][CH:10]=[CH:9][C:8]=2[N+:13]([O-])=O)=[N:5][N:6]=1.[H][H], predict the reaction product. The product is: [CH3:1][C:2]1[O:3][C:4]([C:7]2[CH:12]=[CH:11][CH:10]=[CH:9][C:8]=2[NH2:13])=[N:5][N:6]=1. (3) Given the reactants O=C1C2C(=CC=CC=2)C(=O)[N:3]1[O:12][CH2:13][C:14]1[CH:19]=[CH:18][C:17]([CH2:20][CH2:21][C:22]2[N:23]=[C:24]([NH:37][C:38](=[O:40])[CH3:39])[S:25][C:26]=2[C:27]2[CH:32]=[CH:31][C:30]([S:33]([CH3:36])(=[O:35])=[O:34])=[CH:29][CH:28]=2)=[CH:16][CH:15]=1.CNN, predict the reaction product. The product is: [NH2:3][O:12][CH2:13][C:14]1[CH:15]=[CH:16][C:17]([CH2:20][CH2:21][C:22]2[N:23]=[C:24]([NH:37][C:38](=[O:40])[CH3:39])[S:25][C:26]=2[C:27]2[CH:32]=[CH:31][C:30]([S:33]([CH3:36])(=[O:35])=[O:34])=[CH:29][CH:28]=2)=[CH:18][CH:19]=1.